This data is from Full USPTO retrosynthesis dataset with 1.9M reactions from patents (1976-2016). The task is: Predict the reactants needed to synthesize the given product. Given the product [CH2:24]([N:26]([CH2:27][CH3:28])[CH2:2][CH2:3][CH2:4][O:5][C:6]1[CH:11]=[CH:10][C:9]([NH:12][CH:13]=[C:14]2[C:22]3[C:17](=[CH:18][CH:19]=[CH:20][CH:21]=3)[NH:16][C:15]2=[O:23])=[CH:8][CH:7]=1)[CH3:25], predict the reactants needed to synthesize it. The reactants are: I[CH2:2][CH2:3][CH2:4][O:5][C:6]1[CH:11]=[CH:10][C:9]([NH:12][CH:13]=[C:14]2[C:22]3[C:17](=[CH:18][CH:19]=[CH:20][CH:21]=3)[NH:16][C:15]2=[O:23])=[CH:8][CH:7]=1.[CH2:24]([NH:26][CH2:27][CH3:28])[CH3:25].